From a dataset of Full USPTO retrosynthesis dataset with 1.9M reactions from patents (1976-2016). Predict the reactants needed to synthesize the given product. (1) Given the product [CH3:21][S:18]([N:15]1[CH2:16][CH2:17][N:12]([CH2:11][C:9]2[S:8][C:6]3[N:7]=[C:2]([C:34]4[CH:35]=[C:30]([CH:31]=[CH:32][CH:33]=4)[CH:28]=[O:29])[N:3]=[C:4]([N:22]4[CH2:27][CH2:26][O:25][CH2:24][CH2:23]4)[C:5]=3[CH:10]=2)[CH2:13][CH2:14]1)(=[O:20])=[O:19], predict the reactants needed to synthesize it. The reactants are: Cl[C:2]1[N:3]=[C:4]([N:22]2[CH2:27][CH2:26][O:25][CH2:24][CH2:23]2)[C:5]2[CH:10]=[C:9]([CH2:11][N:12]3[CH2:17][CH2:16][N:15]([S:18]([CH3:21])(=[O:20])=[O:19])[CH2:14][CH2:13]3)[S:8][C:6]=2[N:7]=1.[CH:28]([C:30]1[CH:31]=[C:32](B(O)O)[CH:33]=[CH:34][CH:35]=1)=[O:29]. (2) Given the product [C:35]([O:39][C:40](=[O:43])[CH2:41][C@H:19]([CH2:18][C:15]1[CH:14]=[CH:13][C:12]([Cl:11])=[CH:17][CH:16]=1)[C:20]([N:22]1[C@H:26]([CH3:27])[C@H:25]([C:28]2[CH:29]=[CH:30][CH:31]=[CH:32][CH:33]=2)[O:24][C:23]1=[O:34])=[O:21])([CH3:38])([CH3:37])[CH3:36], predict the reactants needed to synthesize it. The reactants are: C[Si]([N-][Si](C)(C)C)(C)C.[Na+].[Cl:11][C:12]1[CH:17]=[CH:16][C:15]([CH2:18][CH2:19][C:20]([N:22]2[C@H:26]([CH3:27])[C@H:25]([C:28]3[CH:33]=[CH:32][CH:31]=[CH:30][CH:29]=3)[O:24][C:23]2=[O:34])=[O:21])=[CH:14][CH:13]=1.[C:35]([O:39][C:40](=[O:43])[CH2:41]Br)([CH3:38])([CH3:37])[CH3:36]. (3) Given the product [S:1]1[C:5]2[CH:6]=[C:7]([NH:10][C:11]3[N:16]=[CH:15][C:14]([C:17]4[S:19][CH:31]=[C:29]([C:27]([O:26][CH2:25][CH3:24])=[O:28])[N:18]=4)=[C:13]([NH:20][CH:21]([CH3:23])[CH3:22])[CH:12]=3)[CH:8]=[CH:9][C:4]=2[N:3]=[CH:2]1, predict the reactants needed to synthesize it. The reactants are: [S:1]1[C:5]2[CH:6]=[C:7]([NH:10][C:11]3[N:16]=[CH:15][C:14]([C:17](=[S:19])[NH2:18])=[C:13]([NH:20][CH:21]([CH3:23])[CH3:22])[CH:12]=3)[CH:8]=[CH:9][C:4]=2[N:3]=[CH:2]1.[CH3:24][CH2:25][O:26][C:27]([C:29]([CH2:31]Br)=O)=[O:28]. (4) Given the product [CH:29]1[C:30]2[CH:18]([CH2:17][O:16][C:14]([NH:1][C:2]([CH3:8])([CH2:6][OH:7])[C:3]([OH:5])=[O:4])=[O:15])[C:19]3[C:24](=[CH:23][CH:22]=[CH:21][CH:20]=3)[C:25]=2[CH:26]=[CH:27][CH:28]=1, predict the reactants needed to synthesize it. The reactants are: [NH2:1][C:2]([CH3:8])([CH2:6][OH:7])[C:3]([OH:5])=[O:4].C([O-])(O)=O.[Na+].[C:14](ON1C(=O)CCC1=O)([O:16][CH2:17][CH:18]1[C:30]2[C:25](=[CH:26][CH:27]=[CH:28][CH:29]=2)[C:24]2[C:19]1=[CH:20][CH:21]=[CH:22][CH:23]=2)=[O:15]. (5) Given the product [C:2]1([C@@H:1]2[NH:9][C:10]3[CH:15]=[CH:14][CH:13]=[CH:12][C:11]=3[C@@H:21]3[C@H:20]2[CH2:19][CH2:18][CH2:17][N:16]3[C:22]([O:24][C:25]([CH3:28])([CH3:27])[CH3:26])=[O:23])[CH:7]=[CH:6][CH:5]=[CH:4][CH:3]=1, predict the reactants needed to synthesize it. The reactants are: [CH:1](=O)[C:2]1[CH:7]=[CH:6][CH:5]=[CH:4][CH:3]=1.[NH2:9][C:10]1[CH:15]=[CH:14][CH:13]=[CH:12][CH:11]=1.[N:16]1([C:22]([O:24][C:25]([CH3:28])([CH3:27])[CH3:26])=[O:23])[CH:21]=[CH:20][CH2:19][CH2:18][CH2:17]1.C(S([O-])(=O)=O)(F)(F)F.C(S([O-])(=O)=O)(F)(F)F.C(S([O-])(=O)=O)(F)(F)F.[Dy+3]. (6) Given the product [NH:1]1[CH:5]=[CH:4][N:3]=[C:2]1[C:6]1[CH:7]=[CH:8][C:9]([CH3:22])=[C:10]([NH:12][C:13]([C:14]2[CH:19]=[CH:18][C:17]([O:20][CH2:24][CH:25]3[CH2:30][CH2:29][CH2:28][CH2:27][N:26]3[C:31]([O:33][C:34]([CH3:35])([CH3:37])[CH3:36])=[O:32])=[CH:16][CH:15]=2)=[O:21])[CH:11]=1, predict the reactants needed to synthesize it. The reactants are: [NH:1]1[CH:5]=[CH:4][N:3]=[C:2]1[C:6]1[CH:7]=[CH:8][C:9]([CH3:22])=[C:10]([NH:12][C:13](=[O:21])[C:14]2[CH:19]=[CH:18][C:17]([OH:20])=[CH:16][CH:15]=2)[CH:11]=1.Br[CH2:24][CH:25]1[CH2:30][CH2:29][CH2:28][CH2:27][N:26]1[C:31]([O:33][C:34]([CH3:37])([CH3:36])[CH3:35])=[O:32].C([O-])([O-])=O.[K+].[K+].[Na+].[I-]. (7) The reactants are: [CH3:1][C:2]1[CH:3]=[CH:4][C:5]([N+:11]([O-:13])=[O:12])=[C:6]([CH:10]=1)[C:7]([OH:9])=[O:8].[CH3:14]O. Given the product [CH3:14][O:8][C:7](=[O:9])[C:6]1[CH:10]=[C:2]([CH3:1])[CH:3]=[CH:4][C:5]=1[N+:11]([O-:13])=[O:12], predict the reactants needed to synthesize it.